This data is from Full USPTO retrosynthesis dataset with 1.9M reactions from patents (1976-2016). The task is: Predict the reactants needed to synthesize the given product. (1) Given the product [Cl:45][C:41]1[CH:40]=[C:39]2[NH:38][C:37](=[O:46])[C:23]3([CH:22]([C:16]4[CH:17]=[C:18]([Cl:21])[CH:19]=[CH:20][C:15]=4[O:14][CH:11]4[CH2:12][CH2:13][NH:8][CH2:9][CH2:10]4)[CH2:27][C:26](=[O:28])[NH:25][CH:24]3[C:29]3[CH:34]=[C:33]([F:35])[CH:32]=[CH:31][C:30]=3[CH3:36])[C:44]2=[CH:43][CH:42]=1, predict the reactants needed to synthesize it. The reactants are: C(OC([N:8]1[CH2:13][CH2:12][CH:11]([O:14][C:15]2[CH:20]=[CH:19][C:18]([Cl:21])=[CH:17][C:16]=2[CH:22]2[CH2:27][C:26](=[O:28])[NH:25][CH:24]([C:29]3[CH:34]=[C:33]([F:35])[CH:32]=[CH:31][C:30]=3[CH3:36])[C:23]32[C:44]2[C:39](=[CH:40][C:41]([Cl:45])=[CH:42][CH:43]=2)[NH:38][C:37]3=[O:46])[CH2:10][CH2:9]1)=O)(C)(C)C. (2) Given the product [ClH:38].[CH3:34][N:32]([C:29]1[CH:30]=[CH:31][C:26]([C:14]2[N:13]([CH:35]([CH3:36])[CH3:37])[NH:12][C:11](=[O:10])[C:15]=2[CH2:16][C:17]2[CH:18]=[CH:19][C:20]([O:23][CH3:24])=[CH:21][CH:22]=2)=[CH:27][CH:28]=1)[CH3:33], predict the reactants needed to synthesize it. The reactants are: [BH4-].[Na+].C([O:10][C:11]1[C:15]([C:16](=O)[C:17]2[CH:22]=[CH:21][C:20]([O:23][CH3:24])=[CH:19][CH:18]=2)=[C:14]([C:26]2[CH:31]=[CH:30][C:29]([N:32]([CH3:34])[CH3:33])=[CH:28][CH:27]=2)[N:13]([CH:35]([CH3:37])[CH3:36])[N:12]=1)C1C=CC=CC=1.[ClH:38]. (3) Given the product [OH:1][C:2]1[CH:7]=[C:6]([O:8][CH2:36][C:37]([O:39][CH2:40][CH3:41])=[O:38])[CH:5]=[CH:4][C:3]=1[C:9]1[N:10]=[C:11]([C:22]2[CH:23]=[CH:24][C:25]([CH3:28])=[CH:26][CH:27]=2)[N:12]=[C:13]([C:15]2[CH:20]=[CH:19][C:18]([CH3:21])=[CH:17][CH:16]=2)[N:14]=1, predict the reactants needed to synthesize it. The reactants are: [OH:1][C:2]1[CH:7]=[C:6]([OH:8])[CH:5]=[CH:4][C:3]=1[C:9]1[N:14]=[C:13]([C:15]2[CH:20]=[CH:19][C:18]([CH3:21])=[CH:17][CH:16]=2)[N:12]=[C:11]([C:22]2[CH:27]=[CH:26][C:25]([CH3:28])=[CH:24][CH:23]=2)[N:10]=1.C([O-])([O-])=O.[K+].[K+].Cl[CH2:36][C:37]([O:39][CH2:40][CH3:41])=[O:38]. (4) Given the product [C:16]([C:12]1[CH:11]=[C:10]2[C:15](=[CH:14][CH:13]=1)[N:7]([CH:2]1[CH2:3][CH2:4][CH2:5][CH2:6][O:1]1)[N:8]=[CH:9]2)#[CH:17], predict the reactants needed to synthesize it. The reactants are: [O:1]1[CH2:6][CH2:5][CH2:4][CH2:3][CH:2]1[N:7]1[C:15]2[C:10](=[CH:11][C:12]([C:16]#[C:17][Si](C)(C)C)=[CH:13][CH:14]=2)[CH:9]=[N:8]1.C([O-])([O-])=O.[K+].[K+].